From a dataset of Full USPTO retrosynthesis dataset with 1.9M reactions from patents (1976-2016). Predict the reactants needed to synthesize the given product. Given the product [F:21][C:20]([F:23])([F:22])[C:17]1[CH:18]=[CH:19][C:14]([C:9]2[N:8]=[C:7]3[C:12](=[CH:11][CH:10]=2)[NH:13][C:4](=[O:3])[CH2:5][CH2:6]3)=[CH:15][CH:16]=1, predict the reactants needed to synthesize it. The reactants are: C([O:3][C:4](=O)[CH2:5][CH2:6][C:7]1[C:12]([NH2:13])=[CH:11][CH:10]=[C:9]([C:14]2[CH:19]=[CH:18][C:17]([C:20]([F:23])([F:22])[F:21])=[CH:16][CH:15]=2)[N:8]=1)C.CC[O-].[Na+].